This data is from Catalyst prediction with 721,799 reactions and 888 catalyst types from USPTO. The task is: Predict which catalyst facilitates the given reaction. (1) Product: [NH2:8][C:9]1[CH:10]=[C:11]([CH:19]=[C:20]([C:22]2[CH:27]=[CH:26][C:25]([CH3:28])=[CH:24][CH:23]=2)[N:21]=1)[C:12]([O:14][C:15]([CH3:16])([CH3:17])[CH3:18])=[O:13]. The catalyst class is: 261. Reactant: C([NH:8][C:9]1[CH:10]=[C:11]([CH:19]=[C:20]([C:22]2[CH:27]=[CH:26][C:25]([CH3:28])=[CH:24][CH:23]=2)[N:21]=1)[C:12]([O:14][C:15]([CH3:18])([CH3:17])[CH3:16])=[O:13])C1C=CC=CC=1.FC(F)(F)C(O)=O. (2) Reactant: S(Cl)(Cl)=O.[C:5]([C@H:8]1[C:17]2[C:12](=[CH:13][CH:14]=[CH:15][CH:16]=2)[C:11](=[O:18])[N:10]([CH2:19][CH2:20][CH2:21][Cl:22])[C@H:9]1[C:23]1[CH:28]=[CH:27][C:26]([O:29][CH3:30])=[CH:25][CH:24]=1)(O)=[O:6].[Cl-].[Al+3].[Cl-].[Cl-]. Product: [Cl:22][CH2:21][CH2:20][CH2:19][N:10]1[C:9]2[C:23]3[CH:28]=[CH:27][C:26]([O:29][CH3:30])=[CH:25][C:24]=3[C:5](=[O:6])[C:8]=2[C:17]2[CH2:16][CH2:15][CH:14]=[CH:13][C:12]=2[C:11]1=[O:18]. The catalyst class is: 48.